Dataset: Catalyst prediction with 721,799 reactions and 888 catalyst types from USPTO. Task: Predict which catalyst facilitates the given reaction. (1) Reactant: [C:1]([C:5]1[CH:28]=[C:27]([Cl:29])[CH:26]=[CH:25][C:6]=1[O:7][CH2:8][CH2:9][N:10]([CH3:24])[C:11](=[O:23])[NH:12][C:13]1[CH:22]=[CH:21][CH:20]=[CH:19][C:14]=1[C:15]([O:17]C)=[O:16])([CH3:4])([CH3:3])[CH3:2].O[Li].O.Cl. Product: [C:1]([C:5]1[CH:28]=[C:27]([Cl:29])[CH:26]=[CH:25][C:6]=1[O:7][CH2:8][CH2:9][N:10]([CH3:24])[C:11](=[O:23])[NH:12][C:13]1[CH:22]=[CH:21][CH:20]=[CH:19][C:14]=1[C:15]([OH:17])=[O:16])([CH3:4])([CH3:2])[CH3:3]. The catalyst class is: 87. (2) Product: [NH2:7][CH2:8][C:9]1[CH:14]=[C:13]([CH:15]=[CH2:16])[C:12]([NH:17][S:18]([CH3:21])(=[O:20])=[O:19])=[C:11]([CH3:22])[CH:10]=1. Reactant: C(OC(=O)[NH:7][CH2:8][C:9]1[CH:14]=[C:13]([CH:15]=[CH2:16])[C:12]([NH:17][S:18]([CH3:21])(=[O:20])=[O:19])=[C:11]([CH3:22])[CH:10]=1)(C)(C)C. The catalyst class is: 157. (3) Reactant: [Br:1][C:2]1[CH:25]=[N:24][C:5]2=[N:6][C:7]([N:11]3[CH2:14][CH:13]([N:15]([CH3:23])[C:16](=[O:22])[O:17][C:18]([CH3:21])([CH3:20])[CH3:19])[CH2:12]3)=[C:8](Cl)[N:9]=[C:4]2[CH:3]=1.[CH2:26]([O:28][CH:29]([O:32][CH2:33][CH3:34])[CH2:30][NH2:31])[CH3:27]. Product: [Br:1][C:2]1[CH:25]=[N:24][C:5]2=[N:6][C:7]([N:11]3[CH2:14][CH:13]([N:15]([CH3:23])[C:16](=[O:22])[O:17][C:18]([CH3:21])([CH3:20])[CH3:19])[CH2:12]3)=[C:8]([NH:31][CH2:30][CH:29]([O:32][CH2:33][CH3:34])[O:28][CH2:26][CH3:27])[N:9]=[C:4]2[CH:3]=1. The catalyst class is: 25. (4) Reactant: [C:1]([O:5][C:6]([N:8]1[CH2:15][CH:14]2[CH:10]([CH2:11][NH:12][CH2:13]2)[CH2:9]1)=[O:7])([CH3:4])([CH3:3])[CH3:2].Cl[C:17]1[N:22]=[C:21]([CH3:23])[CH:20]=[C:19]([CH3:24])[N:18]=1.C([O-])([O-])=O.[Cs+].[Cs+].CN(C=O)C. Product: [C:1]([O:5][C:6]([N:8]1[CH2:9][CH:10]2[CH:14]([CH2:13][N:12]([C:17]3[N:22]=[C:21]([CH3:23])[CH:20]=[C:19]([CH3:24])[N:18]=3)[CH2:11]2)[CH2:15]1)=[O:7])([CH3:4])([CH3:2])[CH3:3]. The catalyst class is: 161. (5) Reactant: [Br:1][C:2]1[CH:3]=[C:4]([N+:9]([O-])=O)[C:5]([Cl:8])=[N:6][CH:7]=1.[OH-].[Na+]. Product: [Br:1][C:2]1[CH:3]=[C:4]([NH2:9])[C:5]([Cl:8])=[N:6][CH:7]=1. The catalyst class is: 33. (6) Reactant: C[N:2](C1C=CC=CN=1)C.N1C=CC=CC=1.[C:16](Cl)(=[O:25])[CH:17]=[CH:18][C:19]1[CH:24]=[CH:23][CH:22]=[CH:21][CH:20]=1.N[C:28]1[CH:33]=[CH:32][C:31]([CH3:34])=[CH:30][CH:29]=1. Product: [C:31]1([CH3:34])[CH:32]=[CH:33][CH:28]=[CH:29][C:30]=1[NH:2][C:16](=[O:25])/[CH:17]=[CH:18]/[C:19]1[CH:24]=[CH:23][CH:22]=[CH:21][CH:20]=1. The catalyst class is: 4. (7) Reactant: Br[C:2]1[CH:3]=[C:4]([CH:20]=[CH:21][CH:22]=1)[O:5][CH2:6][CH:7]([OH:19])[CH2:8][N:9]1[CH2:18][CH2:17][C:16]2[C:11](=[CH:12][CH:13]=[CH:14][CH:15]=2)[CH2:10]1.[C:23]1(B(O)O)[CH:28]=[CH:27][CH:26]=[CH:25][CH:24]=1.C([O-])([O-])=O.[K+].[K+]. Product: [C:2]1([C:23]2[CH:28]=[CH:27][CH:26]=[CH:25][CH:24]=2)[CH:22]=[CH:21][CH:20]=[C:4]([O:5][CH2:6][CH:7]([OH:19])[CH2:8][N:9]2[CH2:18][CH2:17][C:16]3[C:11](=[CH:12][CH:13]=[CH:14][CH:15]=3)[CH2:10]2)[CH:3]=1. The catalyst class is: 117. (8) Reactant: [CH2:1]([C:8]1([O:52][CH3:53])[CH2:13][CH2:12][CH:11]([N:14]2[CH2:19][CH2:18][N:17]([C:20](=[N:24][S:25]([C:28]3[CH:33]=[CH:32][C:31]([NH:34][C@@H:35]([CH2:41][S:42][C:43]4[CH:48]=[CH:47][CH:46]=[CH:45][CH:44]=4)[CH2:36][CH2:37][N:38]([CH3:40])[CH3:39])=[C:30]([N+:49]([O-:51])=[O:50])[CH:29]=3)(=[O:27])=[O:26])[NH:21]C#N)[CH2:16][CH2:15]2)[CH2:10][CH2:9]1)[C:2]1[CH:7]=[CH:6][CH:5]=[CH:4][CH:3]=1. Product: [CH2:1]([C:8]1([O:52][CH3:53])[CH2:9][CH2:10][CH:11]([N:14]2[CH2:19][CH2:18][N:17]([C:20](=[NH:21])[NH:24][S:25]([C:28]3[CH:33]=[CH:32][C:31]([NH:34][C@@H:35]([CH2:41][S:42][C:43]4[CH:44]=[CH:45][CH:46]=[CH:47][CH:48]=4)[CH2:36][CH2:37][N:38]([CH3:39])[CH3:40])=[C:30]([N+:49]([O-:51])=[O:50])[CH:29]=3)(=[O:27])=[O:26])[CH2:16][CH2:15]2)[CH2:12][CH2:13]1)[C:2]1[CH:7]=[CH:6][CH:5]=[CH:4][CH:3]=1. The catalyst class is: 209. (9) Reactant: [NH2:1][C:2]1[CH:3]=[C:4]([CH:19]=[CH:20][CH:21]=1)[O:5][C:6]1[CH:18]=[CH:17][C:9]2[N:10]=[C:11]([NH:13][C:14](=[O:16])[CH3:15])[S:12][C:8]=2[CH:7]=1.[C:22]([C:24]([CH3:36])([O:26][C:27]1[CH:28]=[C:29]([CH:33]=[CH:34][CH:35]=1)[C:30](O)=[O:31])[CH3:25])#[N:23].F[P-](F)(F)(F)(F)F.N1(OC(N(C)C)=[N+](C)C)C2N=CC=CC=2N=N1.O. Product: [C:14]([NH:13][C:11]1[S:12][C:8]2[CH:7]=[C:6]([O:5][C:4]3[CH:3]=[C:2]([NH:1][C:30](=[O:31])[C:29]4[CH:33]=[CH:34][CH:35]=[C:27]([O:26][C:24]([C:22]#[N:23])([CH3:25])[CH3:36])[CH:28]=4)[CH:21]=[CH:20][CH:19]=3)[CH:18]=[CH:17][C:9]=2[N:10]=1)(=[O:16])[CH3:15]. The catalyst class is: 17.